Dataset: Experimentally validated miRNA-target interactions with 360,000+ pairs, plus equal number of negative samples. Task: Binary Classification. Given a miRNA mature sequence and a target amino acid sequence, predict their likelihood of interaction. (1) The miRNA is hsa-miR-9500 with sequence AAGGGAAGAUGGUGACCAC. The protein sequence of the target gene is MMHTTSYRRLSPPHLTDQPSAYSHTHRTFSHFSCGSQPAAQRLHVELWNADLQSEFLCPCLGLTLYLTCNPQLGKRKFCSHSSEDMSKMVSRRNVKDSHEVSGSLQATLQVISFSFPFLLHTCSHPLSHPTSGQRR. Result: 0 (no interaction). (2) The miRNA is hsa-miR-6810-3p with sequence UCCCCUGCUCCCUUGUUCCCCAG. The protein sequence of the target gene is MAPNASCLCVHVRSEEWDLMTFDANPYDSVKKIKEHVRSKTKVPVQDQVLLLGSKILKPRRSLSSYGIDKEKTIHLTLKVVKPSDEELPLFLVESGDEAKRHLLQVRRSSSVAQVKAMIETKTGIIPETQIVTCNGKRLEDGKMMADYGIRKGNLLFLACYCIGG. Result: 1 (interaction). (3) The miRNA is mmu-miR-1900 with sequence GGCCGCCCUCUCUGGUCCUUCA. The protein sequence of the target gene is MEAAADGPAETQSPVEKDSPAKTQSPAQDTSIMSRNNADTGRVLALPEHKKKRKGNLPAESVKILRDWMYKHRFKAYPSEEEKQMLSEKTNLSLLQISNWFINARRRILPDMLQQRRNDPIIGHKTGKDAHATHLQSTEASVPAKSGPSGPDNVQSLPLWPLPKGQMSREKQPDPESAPSQKLTGIAQPKKKVKVSVTSPSSPELVSPEEHADFSSFLLLVDAAVQRAAELELEKKQEPNP. Result: 0 (no interaction).